From a dataset of Reaction yield outcomes from USPTO patents with 853,638 reactions. Predict the reaction yield, written as a fraction of the theoretical maximum amount of product (1.0 means a 100% yield; for example, 0.34 means a 34% yield). (1) The reactants are C([N:5]1[C:10](=[O:11])[C:9]([Cl:12])=[C:8]([O:13][CH2:14][C:15]2[CH:20]=[CH:19][C:18]([CH2:21][CH2:22][CH:23]([OH:25])[CH3:24])=[CH:17][CH:16]=2)[CH:7]=[N:6]1)(C)(C)C.[C:26]1([CH3:36])[CH:31]=[CH:30][C:29]([S:32](Cl)(=[O:34])=[O:33])=[CH:28][CH:27]=1. The catalyst is N1C=CC=CC=1.C(OCC)(=O)C. The product is [C:15]([CH:14]([O:13][C:8]1[CH:7]=[N:6][NH:5][C:10](=[O:11])[C:9]=1[Cl:12])[C:15]1[CH:16]=[CH:17][C:18]([CH2:21][CH2:22][CH:23]([O:25][S:32]([C:29]2[CH:30]=[CH:31][C:26]([CH3:36])=[CH:27][CH:28]=2)(=[O:34])=[O:33])[CH3:24])=[CH:19][CH:20]=1)([CH3:20])([CH3:16])[CH3:14]. The yield is 0.470. (2) The reactants are C([O:8][C:9]1[CH:14]=[C:13]([O:15]CC2C=CC=CC=2)[C:12]([CH:23]([CH3:25])[CH3:24])=[CH:11][C:10]=1[C:26]1[N:27]([C:32]2[CH:37]=[CH:36][C:35]([N:38]3[CH2:43][CH2:42][O:41][CH2:40][CH2:39]3)=[CH:34][CH:33]=2)[C:28]([OH:31])=[N:29][N:30]=1)C1C=CC=CC=1.C(O)(=O)C.CN(C)C=O. The catalyst is CO.[C].[Pd]. The product is [OH:31][C:28]1[N:27]([C:32]2[CH:33]=[CH:34][C:35]([N:38]3[CH2:43][CH2:42][O:41][CH2:40][CH2:39]3)=[CH:36][CH:37]=2)[C:26]([C:10]2[CH:11]=[C:12]([CH:23]([CH3:25])[CH3:24])[C:13]([OH:15])=[CH:14][C:9]=2[OH:8])=[N:30][N:29]=1. The yield is 0.590. (3) The reactants are Br[C:2]1[C:7]([Cl:8])=[CH:6][CH:5]=[CH:4][N:3]=1.CCC([O-])(C)C.[Na+].[NH2:16][C@@H:17]1[CH2:22][CH2:21][CH2:20][N:19]([C:23]([O:25][C:26]([CH3:29])([CH3:28])[CH3:27])=[O:24])[CH2:18]1.O. The catalyst is C1(C)C=CC=CC=1.Cl[Pd-](P(C1CC2CC1CC2)C1CC2CC1CC2)[C-]1C=CC=C1N(C)C.[CH-]1C=CC=C1.[Fe+2].CCCCCCC. The product is [Cl:8][C:7]1[C:2]([NH:16][C@@H:17]2[CH2:22][CH2:21][CH2:20][N:19]([C:23]([O:25][C:26]([CH3:29])([CH3:28])[CH3:27])=[O:24])[CH2:18]2)=[N:3][CH:4]=[CH:5][CH:6]=1. The yield is 0.730. (4) The product is [F:7][C:8]1[CH:9]=[C:10]([CH:11]=[CH2:1])[CH:13]=[C:14]([F:27])[C:15]=1[O:16][C:17]1[CH:18]=[N:19][C:20]([C:23]([F:26])([F:25])[F:24])=[N:21][CH:22]=1. The catalyst is [Br-].C[P+](C1C=CC=CC=1)(C1C=CC=CC=1)C1C=CC=CC=1.C1COCC1. The reactants are [CH3:1]C([O-])(C)C.[K+].[F:7][C:8]1[CH:9]=[C:10]([CH:13]=[C:14]([F:27])[C:15]=1[O:16][C:17]1[CH:18]=[N:19][C:20]([C:23]([F:26])([F:25])[F:24])=[N:21][CH:22]=1)[CH:11]=O.[NH4+].[Cl-]. The yield is 0.542. (5) The yield is 0.950. The product is [CH3:8][N:6]([CH3:7])[CH2:5]/[CH:4]=[CH:42]/[C:41]([NH:40][C:38]1[N:37]=[CH:36][C:32]2[N:33]=[CH:34][N:35]=[C:30]([NH:29][C:25]3[CH:24]=[C:23]4[C:28](=[CH:27][CH:26]=3)[N:20]([CH2:19][C:18]3[CH:52]=[CH:53][CH:54]=[C:16]([F:15])[CH:17]=3)[N:21]=[CH:22]4)[C:31]=2[CH:39]=1)=[O:51]. The reactants are C(O[CH:4](OCC)[CH2:5][N:6]([CH3:8])[CH3:7])C.Cl.[OH-].[K+].[F:15][C:16]1[CH:17]=[C:18]([CH:52]=[CH:53][CH:54]=1)[CH2:19][N:20]1[C:28]2[C:23](=[CH:24][C:25]([NH:29][C:30]3[C:31]4[CH:39]=[C:38]([NH:40][C:41](=[O:51])[CH2:42]P(=O)(OCC)OCC)[N:37]=[CH:36][C:32]=4[N:33]=[CH:34][N:35]=3)=[CH:26][CH:27]=2)[CH:22]=[N:21]1.[Li+].[Cl-]. The catalyst is O.C(Cl)Cl.CO.CC(N(C)C)=O.C1COCC1.